From a dataset of Reaction yield outcomes from USPTO patents with 853,638 reactions. Predict the reaction yield, written as a fraction of the theoretical maximum amount of product (1.0 means a 100% yield; for example, 0.34 means a 34% yield). (1) The reactants are [CH:1]1([CH2:4][NH:5][N:6]2[C:15]3[C:10](=[CH:11][CH:12]=[CH:13][CH:14]=3)[C:9]([OH:16])=[C:8]([C:17]3[NH:22][C:21]4[S:23][CH:24]=[C:25]([CH2:26]OCOC)[C:20]=4[S:19](=[O:32])(=[O:31])[N:18]=3)[C:7]2=[O:33])[CH2:3][CH2:2]1.Cl.N12CCCN=C1CCCCC2.C1(P([N:60]=[N+:61]=[N-:62])(C2C=CC=CC=2)=O)C=CC=CC=1. The catalyst is O1CCOCC1. The product is [N:60]([CH2:26][C:25]1[C:20]2[S:19](=[O:31])(=[O:32])[N:18]=[C:17]([C:8]3[C:7](=[O:33])[N:6]([NH:5][CH2:4][CH:1]4[CH2:3][CH2:2]4)[C:15]4[C:10]([C:9]=3[OH:16])=[CH:11][CH:12]=[CH:13][CH:14]=4)[NH:22][C:21]=2[S:23][CH:24]=1)=[N+:61]=[N-:62]. The yield is 0.790. (2) The reactants are C([O:3][C:4]([C:6]1[CH:11]=[CH:10][C:9]([C:12]2[CH:17]=[CH:16][C:15]([OH:18])=[CH:14][CH:13]=2)=[CH:8][CH:7]=1)=[O:5])C.Br[CH2:20][CH2:21][CH2:22][CH2:23][CH:24]([CH3:26])[CH3:25]. No catalyst specified. The product is [CH3:25][CH:24]([CH3:26])[CH2:23][CH2:22][CH2:21][CH2:20][O:18][C:15]1[CH:14]=[CH:13][C:12]([C:9]2[CH:8]=[CH:7][C:6]([C:4]([OH:3])=[O:5])=[CH:11][CH:10]=2)=[CH:17][CH:16]=1. The yield is 0.0200. (3) The reactants are Br.[CH3:2][O:3][C:4](=[O:23])[C:5]1[C:10]([NH:11][C:12]2[CH:17]=[CH:16][C:15]([Br:18])=[CH:14][C:13]=2[F:19])=[C:9]([F:20])[C:8]([O:21]C)=[N:7][CH:6]=1.C(O)(=O)C. The catalyst is O. The product is [CH3:2][O:3][C:4]([C:5]1[C:10]([NH:11][C:12]2[CH:17]=[CH:16][C:15]([Br:18])=[CH:14][C:13]=2[F:19])=[C:9]([F:20])[C:8](=[O:21])[NH:7][CH:6]=1)=[O:23]. The yield is 0.970.